The task is: Predict the product of the given reaction.. This data is from Forward reaction prediction with 1.9M reactions from USPTO patents (1976-2016). (1) Given the reactants [Cl:1][C:2]1[C:10]2S[CH2:8][C:7]([CH3:12])([CH3:11])[C:6]=2[C:5]([CH3:13])=[C:4]([C:14]([O:16][CH2:17][CH3:18])=[O:15])[CH:3]=1.C(O)(=O)C.OO.[S:25]([O-:28])([O-])=[O:26].[Na+].[Na+], predict the reaction product. The product is: [Cl:1][C:2]1[C:10]2[S:25](=[O:28])(=[O:26])[CH2:11][C:7]([CH3:12])([CH3:8])[C:6]=2[C:5]([CH3:13])=[C:4]([C:14]([O:16][CH2:17][CH3:18])=[O:15])[CH:3]=1. (2) Given the reactants [C:1]1([P:7](=[O:10])([OH:9])[OH:8])[CH:6]=[CH:5][CH:4]=[CH:3][CH:2]=1.[OH-].[Mg+2:12].[OH-], predict the reaction product. The product is: [C:1]1([P:7](=[O:8])([O-:10])[O-:9])[CH:6]=[CH:5][CH:4]=[CH:3][CH:2]=1.[Mg+2:12]. (3) Given the reactants [C:1]([O:4][CH:5]1[C:9]2=[N:10][CH:11]=[C:12]([N+:28]([O-])=O)[C:13]([N:14]3[CH2:19][CH2:18][CH2:17][C@H:16]([NH:20][C:21]([O:23][C:24]([CH3:27])([CH3:26])[CH3:25])=[O:22])[CH2:15]3)=[C:8]2[CH2:7][CH2:6]1)(=[O:3])[CH3:2].CC(O)=O.O, predict the reaction product. The product is: [C:1]([O:4][CH:5]1[C:9]2=[N:10][CH:11]=[C:12]([NH2:28])[C:13]([N:14]3[CH2:19][CH2:18][CH2:17][C@H:16]([NH:20][C:21]([O:23][C:24]([CH3:27])([CH3:26])[CH3:25])=[O:22])[CH2:15]3)=[C:8]2[CH2:7][CH2:6]1)(=[O:3])[CH3:2]. (4) Given the reactants [Cl:1][C:2]1[CH:7]=[CH:6][C:5]([C:8]2[CH:9]=[CH:10][C:11]([C:14]#[C:15][C:16]3[CH:21]=[CH:20][C:19]([C:22]4([OH:28])[CH2:27][CH2:26][NH:25][CH2:24][CH2:23]4)=[CH:18][CH:17]=3)=[N:12][CH:13]=2)=[CH:4][CH:3]=1.[CH:29]1([CH:32]=O)[CH2:31][CH2:30]1.C(O[BH-](OC(=O)C)OC(=O)C)(=O)C.[Na+].C(O)(=O)C, predict the reaction product. The product is: [Cl:1][C:2]1[CH:7]=[CH:6][C:5]([C:8]2[CH:9]=[CH:10][C:11]([C:14]#[C:15][C:16]3[CH:21]=[CH:20][C:19]([C:22]4([OH:28])[CH2:27][CH2:26][N:25]([CH2:32][CH:29]5[CH2:31][CH2:30]5)[CH2:24][CH2:23]4)=[CH:18][CH:17]=3)=[N:12][CH:13]=2)=[CH:4][CH:3]=1. (5) Given the reactants O.[C:2]1([CH3:12])[CH:7]=[CH:6][C:5]([S:8]([OH:11])(=[O:10])=[O:9])=[CH:4][CH:3]=1.[F:13][C:14]1[CH:19]=[CH:18][C:17]([CH2:20][C:21]2[C:30]3[C:25](=[CH:26][CH:27]=[CH:28][CH:29]=3)[C:24](=[O:31])[NH:23][N:22]=2)=[CH:16][C:15]=1[N:32]1[C:36](=[O:37])[CH:35]([CH3:38])[N:34]([CH2:39][CH2:40][N:41]2[CH2:45][CH2:44][CH2:43][CH2:42]2)[C:33]1=[O:46], predict the reaction product. The product is: [S:8]([C:5]1[CH:6]=[CH:7][C:2]([CH3:12])=[CH:3][CH:4]=1)([OH:11])(=[O:10])=[O:9].[F:13][C:14]1[CH:19]=[CH:18][C:17]([CH2:20][C:21]2[C:30]3[C:25](=[CH:26][CH:27]=[CH:28][CH:29]=3)[C:24](=[O:31])[NH:23][N:22]=2)=[CH:16][C:15]=1[N:32]1[C:36](=[O:37])[CH:35]([CH3:38])[N:34]([CH2:39][CH2:40][N:41]2[CH2:42][CH2:43][CH2:44][CH2:45]2)[C:33]1=[O:46]. (6) Given the reactants [CH2:1]([O:13][C:14]1[N:15]=[C:16]([Si](C(C)C)(C(C)C)C(C)C)[S:17][C:18]=1[C:19]1[S:23][C:22]([Si](C(C)C)(C(C)C)C(C)C)=[N:21][C:20]=1[O:34][CH2:35][CH2:36][CH2:37][CH2:38][CH2:39][CH2:40][CH2:41][CH2:42][CH2:43][CH2:44][CH2:45][CH3:46])[CH2:2][CH2:3][CH2:4][CH2:5][CH2:6][CH2:7][CH2:8][CH2:9][CH2:10][CH2:11][CH3:12].[F-].C([N+](CCCC)(CCCC)CCCC)CCC, predict the reaction product. The product is: [CH2:1]([O:13][C:14]1[N:15]=[CH:16][S:17][C:18]=1[C:19]1[S:23][CH:22]=[N:21][C:20]=1[O:34][CH2:35][CH2:36][CH2:37][CH2:38][CH2:39][CH2:40][CH2:41][CH2:42][CH2:43][CH2:44][CH2:45][CH3:46])[CH2:2][CH2:3][CH2:4][CH2:5][CH2:6][CH2:7][CH2:8][CH2:9][CH2:10][CH2:11][CH3:12]. (7) Given the reactants Br[C:2]1[CH:3]=[C:4]([C:9]([OH:11])=O)[CH:5]=[N:6][C:7]=1Cl.[N:12]1[CH:17]=[CH:16][CH:15]=[CH:14][C:13]=1[CH2:18][OH:19].[F:20][C:21]1[CH:26]=[CH:25][C:24](B(O)O)=[CH:23][CH:22]=1.[NH2:30][CH2:31][C@@:32]([CH3:37])([CH:34]1[CH2:36][CH2:35]1)[OH:33], predict the reaction product. The product is: [CH:34]1([C@:32]([OH:33])([CH3:37])[CH2:31][NH:30][C:9](=[O:11])[C:4]2[CH:3]=[C:2]([C:24]3[CH:25]=[CH:26][C:21]([F:20])=[CH:22][CH:23]=3)[C:7]([O:19][CH2:18][C:13]3[CH:14]=[CH:15][CH:16]=[CH:17][N:12]=3)=[N:6][CH:5]=2)[CH2:36][CH2:35]1.